The task is: Predict the reactants needed to synthesize the given product.. This data is from Full USPTO retrosynthesis dataset with 1.9M reactions from patents (1976-2016). The reactants are: C1(SC)C=CC=CC=1.FC(F)(F)C(O)=O.C([O:23][C:24]1[CH:51]=[CH:50][C:49]([N:52]2[CH2:57][CH2:56][S:55][CH2:54][CH2:53]2)=[CH:48][C:25]=1[C:26]([NH:28][C:29]1[CH:41]=[C:40]([C:42]2[CH:47]=[CH:46][CH:45]=[CH:44][CH:43]=2)[CH:39]=[CH:38][C:30]=1[C:31]([O:33]C(C)(C)C)=[O:32])=[O:27])C1C=CC=CC=1. Given the product [OH:23][C:24]1[CH:51]=[CH:50][C:49]([N:52]2[CH2:53][CH2:54][S:55][CH2:56][CH2:57]2)=[CH:48][C:25]=1[C:26]([NH:28][C:29]1[CH:41]=[C:40]([C:42]2[CH:43]=[CH:44][CH:45]=[CH:46][CH:47]=2)[CH:39]=[CH:38][C:30]=1[C:31]([OH:33])=[O:32])=[O:27], predict the reactants needed to synthesize it.